Dataset: Peptide-MHC class I binding affinity with 185,985 pairs from IEDB/IMGT. Task: Regression. Given a peptide amino acid sequence and an MHC pseudo amino acid sequence, predict their binding affinity value. This is MHC class I binding data. (1) The MHC is Patr-A0301 with pseudo-sequence Patr-A0301. The binding affinity (normalized) is 0. The peptide sequence is GLYSSTVPV. (2) The peptide sequence is DLQPCIDLI. The MHC is HLA-A02:06 with pseudo-sequence HLA-A02:06. The binding affinity (normalized) is 0.0788. (3) The peptide sequence is DEIKCPNLN. The MHC is HLA-A23:01 with pseudo-sequence HLA-A23:01. The binding affinity (normalized) is 0. (4) The peptide sequence is CTVQEFIFSA. The MHC is HLA-A02:02 with pseudo-sequence HLA-A02:02. The binding affinity (normalized) is 0.400. (5) The peptide sequence is DADTICIGY. The MHC is Mamu-A01 with pseudo-sequence Mamu-A01. The binding affinity (normalized) is 0.0927. (6) The peptide sequence is SGPWITPRCM. The MHC is Mamu-A01 with pseudo-sequence Mamu-A01. The binding affinity (normalized) is 0.416. (7) The peptide sequence is MHYKLDEVL. The MHC is HLA-A68:02 with pseudo-sequence HLA-A68:02. The binding affinity (normalized) is 0.0847.